From a dataset of Forward reaction prediction with 1.9M reactions from USPTO patents (1976-2016). Predict the product of the given reaction. (1) The product is: [CH2:1]([C:3]1[CH:8]=[C:7]([OH:9])[C:6]([F:18])=[CH:5][C:4]=1[C:19]1[N:24]=[C:23]([NH:25][CH2:26][C:27]2[CH:32]=[CH:31][CH:30]=[CH:29][C:28]=2[N:33]([CH3:38])[S:34]([CH3:37])(=[O:36])=[O:35])[C:22]2[C:39]([C:52]3[NH:53][CH:54]=[CH:55][N:56]=3)=[N:40][NH:41][C:21]=2[CH:20]=1)[CH3:2]. Given the reactants [CH2:1]([C:3]1[CH:8]=[C:7]([O:9]COCC[Si](C)(C)C)[C:6]([F:18])=[CH:5][C:4]=1[C:19]1[N:24]=[C:23]([NH:25][CH2:26][C:27]2[CH:32]=[CH:31][CH:30]=[CH:29][C:28]=2[N:33]([CH3:38])[S:34]([CH3:37])(=[O:36])=[O:35])[C:22]2[C:39](I)=[N:40][N:41](COCC[Si](C)(C)C)[C:21]=2[CH:20]=1)[CH3:2].Br[C:52]1[N:53](COCC[Si](C)(C)C)[CH:54]=[CH:55][N:56]=1.CCCC[Sn](CCCC)CCCC.CCCC[Sn](CCCC)CCCC.C(O)(C(F)(F)F)=O, predict the reaction product. (2) Given the reactants Br[C:2]1[O:6][C:5]([C:7]2[CH:8]=[CH:9][C:10]([C:13]#[N:14])=[N:11][CH:12]=2)=[CH:4][CH:3]=1.C([O-])(O)=O.[Na+].[C:20]([C:22]1[CH:27]=[CH:26][C:25](B(O)O)=[CH:24][CH:23]=1)#[N:21], predict the reaction product. The product is: [C:20]([C:22]1[CH:27]=[CH:26][C:25]([C:2]2[O:6][C:5]([C:7]3[CH:8]=[CH:9][C:10]([C:13]#[N:14])=[N:11][CH:12]=3)=[CH:4][CH:3]=2)=[CH:24][CH:23]=1)#[N:21]. (3) Given the reactants [Br:1][C:2]1[CH:25]=[CH:24][C:5]([O:6][CH2:7][CH2:8][C:9]([CH3:23])([OH:22])[C:10]([F:21])([F:20])S(C2C=CC=CC=2)(=O)=O)=[CH:4][CH:3]=1.CC([O-])=O.[Na+], predict the reaction product. The product is: [Br:1][C:2]1[CH:3]=[CH:4][C:5]([O:6][CH2:7][CH2:8][C:9]([CH3:23])([OH:22])[CH:10]([F:21])[F:20])=[CH:24][CH:25]=1. (4) Given the reactants [CH3:1][C:2]1([C:7]2[O:11][C:10]([CH2:12][N:13]3[CH:17]=[CH:16][C:15]([NH2:18])=[N:14]3)=[CH:9][CH:8]=2)[O:6]CCO1.[CH3:19][C:20]1[CH:21]=[C:22]([C:27]2[O:31][C:30]([CH3:32])=[N:29][C:28]=2[C:33](O)=[O:34])[CH:23]=[C:24]([CH3:26])[CH:25]=1, predict the reaction product. The product is: [C:2]([C:7]1[O:11][C:10]([CH2:12][N:13]2[CH:17]=[CH:16][C:15]([NH:18][C:33]([C:28]3[N:29]=[C:30]([CH3:32])[O:31][C:27]=3[C:22]3[CH:21]=[C:20]([CH3:19])[CH:25]=[C:24]([CH3:26])[CH:23]=3)=[O:34])=[N:14]2)=[CH:9][CH:8]=1)(=[O:6])[CH3:1]. (5) Given the reactants [N+:1]([C:4]1[CH:5]=[C:6]([S:10](Cl)(=[O:12])=[O:11])[CH:7]=[CH:8][CH:9]=1)([O-:3])=[O:2].[NH2:14][CH2:15][CH2:16][OH:17], predict the reaction product. The product is: [OH:17][CH2:16][CH2:15][NH:14][S:10]([C:6]1[CH:7]=[CH:8][CH:9]=[C:4]([N+:1]([O-:3])=[O:2])[CH:5]=1)(=[O:12])=[O:11]. (6) Given the reactants Cl[C:2]1[CH:11]=[CH:10][C:9]2[C:4](=[CH:5][CH:6]=[C:7]([N+:12]([O-:14])=[O:13])[CH:8]=2)[N:3]=1.[NH:15]1[CH2:20][CH2:19][O:18][CH2:17][CH2:16]1.[OH-].[Na+], predict the reaction product. The product is: [N:15]1([C:2]2[CH:11]=[CH:10][C:9]3[C:4](=[CH:5][CH:6]=[C:7]([N+:12]([O-:14])=[O:13])[CH:8]=3)[N:3]=2)[CH2:20][CH2:19][O:18][CH2:17][CH2:16]1. (7) Given the reactants C(OC(=O)[NH:7][CH2:8][CH2:9][CH2:10][O:11][C:12]1[CH:17]=[CH:16][CH:15]=[C:14]([C:18]([C:26]2[CH:31]=[CH:30][C:29](C3OCC(C)(C)N=3)=[CH:28][CH:27]=2)([OH:25])[C:19]2[CH:24]=[CH:23][CH:22]=[CH:21][CH:20]=2)[CH:13]=1)(C)(C)C.C[C:41]([OH:43])=[O:42], predict the reaction product. The product is: [NH2:7][CH2:8][CH2:9][CH2:10][O:11][C:12]1[CH:13]=[C:14]([C:18]([OH:25])([C:19]2[CH:24]=[CH:23][CH:22]=[CH:21][CH:20]=2)[C:26]2[CH:31]=[CH:30][C:29]([C:41]([OH:43])=[O:42])=[CH:28][CH:27]=2)[CH:15]=[CH:16][CH:17]=1. (8) The product is: [F:6][C:7]([F:19])([F:20])[C:8]1[CH:9]=[C:10]([NH:11][C:23]([C:25]2([CH:39]3[CH2:43][CH2:42][CH2:41][CH2:40]3)[CH2:29][C:28](=[O:30])[N:27]([C:31]3[C:36]([CH3:37])=[CH:35][CH:34]=[CH:33][C:32]=3[CH3:38])[CH2:26]2)=[O:22])[CH:12]=[C:13]([C:15]([F:16])([F:17])[F:18])[CH:14]=1. Given the reactants [Li]CCCC.[F:6][C:7]([F:20])([F:19])[C:8]1[CH:9]=[C:10]([CH:12]=[C:13]([C:15]([F:18])([F:17])[F:16])[CH:14]=1)[NH2:11].C[O:22][C:23]([C:25]1([CH:39]2[CH2:43][CH2:42][CH2:41][CH2:40]2)[CH2:29][C:28](=[O:30])[N:27]([C:31]2[C:36]([CH3:37])=[CH:35][CH:34]=[CH:33][C:32]=2[CH3:38])[CH2:26]1)=O, predict the reaction product. (9) Given the reactants C1C=CC=CC=1.[C:7]([O:11][CH2:12][CH3:13])(=[O:10])[CH:8]=[CH2:9].[C:14]([O-:17])(=[O:16])[CH3:15].[Na+].C(CC(=O)C)(=O)C.O=O.C(OCC)(=O)C=CC1C=CC=CC=1.C1(C(C2C=CC=CC=2)=CC(OCC)=O)C=CC=CC=1, predict the reaction product. The product is: [C:14]([O:17][CH:9]=[CH:8][C:7]([O:11][CH2:12][CH3:13])=[O:10])(=[O:16])[CH3:15]. (10) Given the reactants [NH:1]1[CH2:5][CH2:4][CH2:3][C:2]1=[O:6].[H-].[Na+].CS(O[CH:14]1[CH2:23][CH2:22][C:17]2([O:21][CH2:20][CH2:19][O:18]2)[CH2:16][CH2:15]1)(=O)=O, predict the reaction product. The product is: [O:18]1[C:17]2([CH2:22][CH2:23][CH:14]([N:1]3[CH2:5][CH2:4][CH2:3][C:2]3=[O:6])[CH2:15][CH2:16]2)[O:21][CH2:20][CH2:19]1.